From a dataset of Forward reaction prediction with 1.9M reactions from USPTO patents (1976-2016). Predict the product of the given reaction. Given the reactants [CH3:1][C:2]1[N:3]([CH2:12][CH2:13][O:14]CC2C=CC=CC=2)[C:4]2[C:9]([C:10]=1[CH3:11])=[CH:8][CH:7]=[CH:6][CH:5]=2.OCC1(OC[C@@H](O)[C@@H](O)[C@H]1O)O, predict the reaction product. The product is: [CH3:1][C:2]1[N:3]([CH2:12][CH2:13][OH:14])[C:4]2[C:9]([C:10]=1[CH3:11])=[CH:8][CH:7]=[CH:6][CH:5]=2.